This data is from Catalyst prediction with 721,799 reactions and 888 catalyst types from USPTO. The task is: Predict which catalyst facilitates the given reaction. (1) Reactant: C([O:3][C:4]([C@H:6]1[CH2:11][CH2:10][C@@H:9]([C:12]2[C:13]([O:19][CH2:20][C@H:21]3[CH2:23][C@@H:22]3[C:24]3[CH:29]=[CH:28][C:27]([O:30][CH3:31])=[CH:26][N:25]=3)=[N:14][C:15]([CH3:18])=[N:16][CH:17]=2)[CH2:8][CH2:7]1)=[O:5])C.[OH-].[Na+]. Product: [CH3:31][O:30][C:27]1[CH:28]=[CH:29][C:24]([C@H:22]2[CH2:23][C@@H:21]2[CH2:20][O:19][C:13]2[C:12]([C@@H:9]3[CH2:10][CH2:11][C@H:6]([C:4]([OH:5])=[O:3])[CH2:7][CH2:8]3)=[CH:17][N:16]=[C:15]([CH3:18])[N:14]=2)=[N:25][CH:26]=1. The catalyst class is: 20. (2) Reactant: Br[CH2:2][CH2:3][CH2:4][CH2:5][C:6]([O:8][CH2:9][CH3:10])=[O:7].[NH:11]1[CH2:16][CH2:15][O:14][CH2:13][CH2:12]1.C(N(CC)CC)C.C(OCC)C. Product: [N:11]1([CH2:2][CH2:3][CH2:4][CH2:5][C:6]([O:8][CH2:9][CH3:10])=[O:7])[CH2:16][CH2:15][O:14][CH2:13][CH2:12]1. The catalyst class is: 8.